From a dataset of Reaction yield outcomes from USPTO patents with 853,638 reactions. Predict the reaction yield, written as a fraction of the theoretical maximum amount of product (1.0 means a 100% yield; for example, 0.34 means a 34% yield). The reactants are [OH:1][NH:2][C:3]([CH:5]=[CH:6][C:7]1[CH:35]=[CH:34][C:10]([CH2:11]NC(=O)C2C=CC(N3CCN(CC4C=NC=CC=4)CC3)=CC=2)=[CH:9][CH:8]=1)=[O:4].C(OC(=O)C=CC1C=CC(C[S:49]([C:52]2[CH:57]=[CH:56][CH:55]=[CH:54][CH:53]=2)(=[O:51])=[O:50])=CC=1)C. No catalyst specified. The product is [C:52]1([S:49]([CH2:11][C:10]2[CH:9]=[CH:8][C:7]([CH:6]=[CH:5][C:3]([NH:2][OH:1])=[O:4])=[CH:35][CH:34]=2)(=[O:51])=[O:50])[CH:57]=[CH:56][CH:55]=[CH:54][CH:53]=1. The yield is 0.520.